Dataset: Reaction yield outcomes from USPTO patents with 853,638 reactions. Task: Predict the reaction yield, written as a fraction of the theoretical maximum amount of product (1.0 means a 100% yield; for example, 0.34 means a 34% yield). The reactants are Br[C:2]1[N:3]=[CH:4][C:5]([NH2:14])=[N:6][C:7]=1[C:8]1[CH:9]=[N:10][CH:11]=[CH:12][CH:13]=1.CC1(C)C(C)(C)OB([C:23]2[CH:28]=[CH:27][N:26]=[CH:25][CH:24]=2)O1.C(=O)([O-])[O-].[Cs+].[Cs+]. The catalyst is O1CCOCC1.O. The product is [N:10]1[CH:11]=[CH:12][CH:13]=[C:8]([C:7]2[N:6]=[C:5]([NH2:14])[CH:4]=[N:3][C:2]=2[C:23]2[CH:28]=[CH:27][N:26]=[CH:25][CH:24]=2)[CH:9]=1. The yield is 0.740.